The task is: Predict the product of the given reaction.. This data is from Forward reaction prediction with 1.9M reactions from USPTO patents (1976-2016). (1) Given the reactants [Cl:1][C:2]1[CH:7]=[CH:6][C:5]([C:8]2[S:9][CH:10]=[C:11]([C:13]3([CH2:20][NH2:21])[CH2:18][CH2:17][N:16]([CH3:19])[CH2:15][CH2:14]3)[N:12]=2)=[CH:4][CH:3]=1.[F:22][C:23]([F:39])([F:38])[C:24]1[O:28][N:27]=[C:26]([C:29]2[CH:30]=[C:31]([CH:35]=[CH:36][CH:37]=2)[C:32](O)=[O:33])[N:25]=1, predict the reaction product. The product is: [Cl:1][C:2]1[CH:7]=[CH:6][C:5]([C:8]2[S:9][CH:10]=[C:11]([C:13]3([CH2:20][NH:21][C:32](=[O:33])[C:31]4[CH:35]=[CH:36][CH:37]=[C:29]([C:26]5[N:25]=[C:24]([C:23]([F:39])([F:38])[F:22])[O:28][N:27]=5)[CH:30]=4)[CH2:14][CH2:15][N:16]([CH3:19])[CH2:17][CH2:18]3)[N:12]=2)=[CH:4][CH:3]=1. (2) The product is: [F:1][C:2]1[CH:3]=[C:4]([NH:10][C:11]2[C:16]([C:17]3[N:22]=[C:21]([CH3:23])[N:20]=[C:19]([NH2:24])[N:18]=3)=[CH:15][CH:14]=[CH:13][N:12]=2)[CH:5]=[N:6][C:7]=1[O:8][CH3:9]. Given the reactants [F:1][C:2]1[CH:3]=[C:4]([NH:10][C:11]2[C:16]([C:17]3[N:22]=[C:21]([CH3:23])[N:20]=[C:19]([N:24](CC4C=CC(OC)=CC=4)CC4C=CC(OC)=CC=4)[N:18]=3)=[CH:15][CH:14]=[CH:13][N:12]=2)[CH:5]=[N:6][C:7]=1[O:8][CH3:9].C(O)(C(F)(F)F)=O, predict the reaction product. (3) Given the reactants [OH:1][C:2]1[C:7]([NH:8][C:9](=[O:17])[C:10]2[CH:15]=[CH:14][CH:13]=[C:12]([CH3:16])[CH:11]=2)=[C:6]([OH:18])[N:5]=[C:4]([SH:19])[N:3]=1.[OH-].[Na+].I[CH3:23].Cl, predict the reaction product. The product is: [OH:18][C:6]1[C:7]([NH:8][C:9](=[O:17])[C:10]2[CH:15]=[CH:14][CH:13]=[C:12]([CH3:16])[CH:11]=2)=[C:2]([OH:1])[N:3]=[C:4]([S:19][CH3:23])[N:5]=1. (4) Given the reactants C(Cl)CCl.[CH:5]1([C:11]2[C:12]3[CH:13]=[CH:14][C:15]([C:47]([OH:49])=O)=[CH:16][C:17]=3[N:18]3[CH2:24][C:23]([C:25]4[N:29]([CH:30]5[CH2:32][CH2:31]5)[N:28]=[C:27]([CH:33]([CH3:35])[CH3:34])[C:26]=4[C:36]([O:38][CH2:39][CH3:40])=[O:37])=[CH:22][C:21]4[CH:41]=[C:42]([O:45][CH3:46])[CH:43]=[CH:44][C:20]=4[C:19]=23)[CH2:10][CH2:9][CH2:8][CH2:7][CH2:6]1.[CH3:50][CH:51]([S:53]([NH2:56])(=[O:55])=[O:54])[CH3:52], predict the reaction product. The product is: [CH:5]1([C:11]2[C:12]3[CH:13]=[CH:14][C:15]([C:47](=[O:49])[NH:56][S:53]([CH:51]([CH3:52])[CH3:50])(=[O:55])=[O:54])=[CH:16][C:17]=3[N:18]3[CH2:24][C:23]([C:25]4[N:29]([CH:30]5[CH2:31][CH2:32]5)[N:28]=[C:27]([CH:33]([CH3:35])[CH3:34])[C:26]=4[C:36]([O:38][CH2:39][CH3:40])=[O:37])=[CH:22][C:21]4[CH:41]=[C:42]([O:45][CH3:46])[CH:43]=[CH:44][C:20]=4[C:19]=23)[CH2:10][CH2:9][CH2:8][CH2:7][CH2:6]1. (5) Given the reactants ClC1C(C)=C(C2[O:10]C(CC)=CN=2)C=NC=1Cl.Cl.[Cl:18][C:19]1[S:23][C:22]([S:24]([NH:27][C:28]([CH:30]2[CH2:35][CH2:34][NH:33]CC2)=O)(=[O:26])=[O:25])=[CH:21][CH:20]=1.CCN([CH:42]([CH3:44])C)C(C)C, predict the reaction product. The product is: [Cl:18][C:19]1[S:23][C:22]([S:24]([N:27]2[CH2:28][CH2:30][CH:35]([C:34]([NH2:33])=[O:10])[CH2:44][CH2:42]2)(=[O:25])=[O:26])=[CH:21][CH:20]=1. (6) Given the reactants [Cl:1][C:2]1[CH:3]=[C:4]2[C:9](=[C:10](I)[CH:11]=1)[N:8]=[CH:7][N:6]=[C:5]2[NH2:13].[CH3:14][N:15](C)C=O, predict the reaction product. The product is: [NH2:13][C:5]1[C:4]2[C:9](=[C:10]([C:14]#[N:15])[CH:11]=[C:2]([Cl:1])[CH:3]=2)[N:8]=[CH:7][N:6]=1. (7) Given the reactants [CH3:1][O-:2].[Na+].Cl.[OH:5][CH:6]1[O:14][C@H:13]([CH2:15][OH:16])[C@@H:11]([OH:12])[C@H:9]([OH:10])[C@H:7]1[NH2:8].[CH3:17]O, predict the reaction product. The product is: [C:1]([NH:8][C@@H:7]1[C@@H:9]([OH:10])[C@H:11]([OH:12])[C@@H:13]([CH2:15][OH:16])[O:14][CH:6]1[OH:5])(=[O:2])[CH3:17].